This data is from Peptide-MHC class I binding affinity with 185,985 pairs from IEDB/IMGT. The task is: Regression. Given a peptide amino acid sequence and an MHC pseudo amino acid sequence, predict their binding affinity value. This is MHC class I binding data. (1) The peptide sequence is LRLIHLLHQTN. The MHC is HLA-B27:05 with pseudo-sequence HLA-B27:05. The binding affinity (normalized) is 0.251. (2) The peptide sequence is IPAHPLRML. The MHC is HLA-A02:03 with pseudo-sequence HLA-A02:03. The binding affinity (normalized) is 0.0847. (3) The peptide sequence is NIAAPYLPF. The MHC is HLA-B46:01 with pseudo-sequence HLA-B46:01. The binding affinity (normalized) is 0.0847. (4) The peptide sequence is SWFITQRNFF. The MHC is Patr-A0701 with pseudo-sequence Patr-A0701. The binding affinity (normalized) is 0.377. (5) The peptide sequence is VRMYNPTNI. The MHC is Mamu-B08 with pseudo-sequence Mamu-B08. The binding affinity (normalized) is 0.363. (6) The peptide sequence is LLLRPFWPA. The MHC is HLA-A02:06 with pseudo-sequence HLA-A02:06. The binding affinity (normalized) is 1.00.